This data is from Forward reaction prediction with 1.9M reactions from USPTO patents (1976-2016). The task is: Predict the product of the given reaction. (1) The product is: [CH2:34]([O:36][C:37]([CH:39]1[CH2:44][CH2:43][CH2:42][N:41]([C:27]([CH:24]2[CH2:25][CH2:26][N:21]([C:18]3[CH:17]=[CH:16][C:15]([NH:14][C:12]([C:10]4[N:11]=[C:7]([C:1]5[CH:6]=[CH:5][CH:4]=[CH:3][CH:2]=5)[O:8][C:9]=4[C:30]([F:32])([F:31])[F:33])=[O:13])=[CH:20][CH:19]=3)[CH2:22][CH2:23]2)=[O:28])[CH2:40]1)=[O:38])[CH3:35]. Given the reactants [C:1]1([C:7]2[O:8][C:9]([C:30]([F:33])([F:32])[F:31])=[C:10]([C:12]([NH:14][C:15]3[CH:20]=[CH:19][C:18]([N:21]4[CH2:26][CH2:25][CH:24]([C:27](O)=[O:28])[CH2:23][CH2:22]4)=[CH:17][CH:16]=3)=[O:13])[N:11]=2)[CH:6]=[CH:5][CH:4]=[CH:3][CH:2]=1.[CH2:34]([O:36][C:37]([CH:39]1[CH2:44][CH2:43][CH2:42][NH:41][CH2:40]1)=[O:38])[CH3:35], predict the reaction product. (2) Given the reactants [C:1]([O:5][C:6]([N:8]1[CH2:13][CH2:12][O:11][C@H:10]([CH2:14][C:15]2[CH:20]=[CH:19][CH:18]=[C:17]([CH:21]=[O:22])[CH:16]=2)[CH2:9]1)=[O:7])([CH3:4])([CH3:3])[CH3:2].[BH4-].[Na+], predict the reaction product. The product is: [C:1]([O:5][C:6]([N:8]1[CH2:13][CH2:12][O:11][C@H:10]([CH2:14][C:15]2[CH:20]=[CH:19][CH:18]=[C:17]([CH2:21][OH:22])[CH:16]=2)[CH2:9]1)=[O:7])([CH3:4])([CH3:2])[CH3:3]. (3) The product is: [O:30]1[CH:34]=[CH:33][C:32]([C:4]2[CH:5]=[C:6]3[C:11](=[CH:12][CH:13]=2)[N:10]=[CH:9][N:8]=[C:7]3[NH:14][C:15]2[CH:20]=[CH:19][C:18]([O:21][CH2:22][C:23]3[CH:28]=[CH:27][CH:26]=[CH:25][N:24]=3)=[C:17]([CH3:29])[CH:16]=2)=[CH:31]1. Given the reactants Cl.Cl.Br[C:4]1[CH:5]=[C:6]2[C:11](=[CH:12][CH:13]=1)[N:10]=[CH:9][N:8]=[C:7]2[NH:14][C:15]1[CH:20]=[CH:19][C:18]([O:21][CH2:22][C:23]2[CH:28]=[CH:27][CH:26]=[CH:25][N:24]=2)=[C:17]([CH3:29])[CH:16]=1.[O:30]1[CH:34]=[CH:33][C:32](B(OC(C)C)OC(C)C)=[CH:31]1, predict the reaction product.